Dataset: Reaction yield outcomes from USPTO patents with 853,638 reactions. Task: Predict the reaction yield, written as a fraction of the theoretical maximum amount of product (1.0 means a 100% yield; for example, 0.34 means a 34% yield). (1) The reactants are [Cl:1][C:2]1[C:33]([F:34])=[CH:32][CH:31]=[CH:30][C:3]=1[CH2:4][NH:5][C:6](=[O:29])[N:7]([CH:9]([CH2:25][CH2:26][CH:27]=O)[CH2:10][O:11][C:12](=[O:24])[NH:13][C:14]1[N:15]=[CH:16][C:17]2[C:22]([CH:23]=1)=[CH:21][CH:20]=[CH:19][CH:18]=2)[CH3:8].[CH3:35]CN(C(C)C)C(C)C.Cl.N1[C:49]2[NH:50][CH2:51][CH2:52][NH:53][C:48]=2[N:47]=[N:46]1.C(O[BH-](OC(=O)C)OC(=O)C)(=O)C.[Na+]. The catalyst is ClCCCl.C(Cl)Cl. The product is [Cl:1][C:2]1[C:33]([F:34])=[CH:32][CH:31]=[CH:30][C:3]=1[CH2:4][NH:5][C:6](=[O:29])[N:7]([CH:9]([CH2:25][CH2:26][CH2:27][N:50]1[CH2:51][CH2:52][N:53]2[CH:35]=[N:46][N:47]=[C:48]2[CH2:49]1)[CH2:10][O:11][C:12](=[O:24])[NH:13][C:14]1[N:15]=[CH:16][C:17]2[C:22]([CH:23]=1)=[CH:21][CH:20]=[CH:19][CH:18]=2)[CH3:8]. The yield is 0.300. (2) The reactants are [NH2:1][C:2]1[C:3]([NH:9][CH2:10][CH:11]2[CH2:16][CH2:15][CH2:14][N:13](C(OC(C)(C)C)=O)[CH2:12]2)=[N:4][C:5](Br)=[CH:6][N:7]=1.BrC1N=[C:27](N)[C:28](N)=NC=1.NCC1CCCN([C:41](OC(C)(C)C)=[O:42])C1.C(N(C(C)C)CC)(C)C.[CH2:57]([OH:61])[CH2:58][CH2:59][CH3:60]. No catalyst specified. The product is [OH:61][C:57]1[CH:28]=[CH:27][C:60]([C:5]2[N:4]=[C:3]3[N:9]([CH2:10][CH:11]4[CH2:16][CH2:15][CH2:14][NH:13][CH2:12]4)[C:41](=[O:42])[NH:1][C:2]3=[N:7][CH:6]=2)=[CH:59][CH:58]=1. The yield is 0.610. (3) The reactants are [Cl:1][C:2]([Cl:28])([Cl:27])[CH2:3][O:4][C:5]([C@@H:7]1[CH2:12][CH2:11][CH2:10][N:9]([C:13]([O:15]C(C)(C)C)=O)[N:8]1C(OC(C)(C)C)=O)=[O:6].FC(F)(F)C(O)=O.[C:36]([O:40][C:41]([NH:43][C@@H:44]([CH2:48][O:49][Si:50]([C:63]([CH3:66])([CH3:65])[CH3:64])([C:57]1[CH:62]=[CH:61][CH:60]=[CH:59][CH:58]=1)[C:51]1[CH:56]=[CH:55][CH:54]=[CH:53][CH:52]=1)C(O)=O)=[O:42])([CH3:39])([CH3:38])[CH3:37].C(N(CC)C(C)C)(C)C.F[P-](F)(F)(F)(F)F.N1(OC(N(C)C)=[N+](C)C)C2C=CC=CC=2N=N1. The catalyst is ClCCl.C(#N)C. The product is [Cl:28][C:2]([Cl:1])([Cl:27])[CH2:3][O:4][C:5]([C@@H:7]1[CH2:12][CH2:11][CH2:10][N:9]([C:13](=[O:15])[C@@H:44]([NH:43][C:41]([O:40][C:36]([CH3:39])([CH3:38])[CH3:37])=[O:42])[CH2:48][O:49][Si:50]([C:63]([CH3:66])([CH3:65])[CH3:64])([C:57]2[CH:58]=[CH:59][CH:60]=[CH:61][CH:62]=2)[C:51]2[CH:56]=[CH:55][CH:54]=[CH:53][CH:52]=2)[NH:8]1)=[O:6]. The yield is 0.490. (4) The reactants are [Si:1]([O:8][CH2:9][C:10]([C:13]1[CH:14]=[C:15](B(O)O)[C:16]([F:19])=[N:17][CH:18]=1)([CH3:12])[CH3:11])([C:4]([CH3:7])([CH3:6])[CH3:5])([CH3:3])[CH3:2].Cl[C:24]1[N:29]=[C:28]([CH3:30])[N:27]=[C:26]([NH2:31])[N:25]=1.C([O-])(=O)C.[K+]. The catalyst is O1CCOCC1.O.CC(P(C(C)(C)C)C1C=CC(N(C)C)=CC=1)(C)C.CC(P(C(C)(C)C)C1C=CC(N(C)C)=CC=1)(C)C.Cl[Pd]Cl. The product is [Si:1]([O:8][CH2:9][C:10]([C:13]1[CH:14]=[C:15]([C:24]2[N:29]=[C:28]([CH3:30])[N:27]=[C:26]([NH2:31])[N:25]=2)[C:16]([F:19])=[N:17][CH:18]=1)([CH3:12])[CH3:11])([C:4]([CH3:7])([CH3:6])[CH3:5])([CH3:3])[CH3:2]. The yield is 0.345. (5) The reactants are [CH:1]1([N:8]2[C:12]3[N:13]=[C:14]([NH:17][C:18]4[CH:26]=[CH:25][C:21]([C:22]([OH:24])=O)=[CH:20][N:19]=4)[N:15]=[CH:16][C:11]=3[CH:10]=[C:9]2[C:27](=[O:31])[N:28]([CH3:30])[CH3:29])[CH2:7][CH2:6][CH2:5][CH2:4][CH2:3][CH2:2]1.[C@H:32]12[C@H:38]([OH:39])[C@H:35]([CH2:36][CH2:37]1)[CH2:34][NH:33]2. No catalyst specified. The product is [CH:1]1([N:8]2[C:12]3[N:13]=[C:14]([NH:17][C:18]4[CH:26]=[CH:25][C:21]([C:22]([N:33]5[CH2:34][C@@H:35]6[C@@H:38]([OH:39])[C@H:32]5[CH2:37][CH2:36]6)=[O:24])=[CH:20][N:19]=4)[N:15]=[CH:16][C:11]=3[CH:10]=[C:9]2[C:27]([N:28]([CH3:30])[CH3:29])=[O:31])[CH2:2][CH2:3][CH2:4][CH2:5][CH2:6][CH2:7]1. The yield is 0.770. (6) The reactants are C(O[C:6]([N:8]1[CH2:11][CH:10]([NH:12][C:13]2[CH:14]=[CH:15][C:16]3[O:25][CH2:24][CH2:23][C:22]4[CH:21]=[C:20]([C:26]5[N:27]([C:31]6[CH:36]=[CH:35][C:34]([F:37])=[CH:33][C:32]=6[F:38])[N:28]=[CH:29][N:30]=5)[S:19][C:18]=4[C:17]=3[N:39]=2)[CH2:9]1)=O)(C)(C)C.[H-].[H-].[H-].[H-].[Li+].[Al+3]. The catalyst is C1COCC1. The product is [F:38][C:32]1[CH:33]=[C:34]([F:37])[CH:35]=[CH:36][C:31]=1[N:27]1[C:26]([C:20]2[S:19][C:18]3[C:17]4[N:39]=[C:13]([NH:12][CH:10]5[CH2:9][N:8]([CH3:6])[CH2:11]5)[CH:14]=[CH:15][C:16]=4[O:25][CH2:24][CH2:23][C:22]=3[CH:21]=2)=[N:30][CH:29]=[N:28]1. The yield is 0.510.